From a dataset of Forward reaction prediction with 1.9M reactions from USPTO patents (1976-2016). Predict the product of the given reaction. (1) Given the reactants [NH2:1][CH2:2][C:3]1[CH:4]=[C:5]([CH:10]=[CH:11][C:12]=1[CH2:13][NH2:14])[C:6]([O:8][CH3:9])=[O:7].[C:15](O[C:15]([O:17][C:18]([CH3:21])([CH3:20])[CH3:19])=[O:16])([O:17][C:18]([CH3:21])([CH3:20])[CH3:19])=[O:16], predict the reaction product. The product is: [C:18]([O:17][C:15]([NH:1][CH2:2][C:3]1[CH:4]=[C:5]([CH:10]=[CH:11][C:12]=1[CH2:13][NH:14][C:15]([O:17][C:18]([CH3:21])([CH3:20])[CH3:19])=[O:16])[C:6]([O:8][CH3:9])=[O:7])=[O:16])([CH3:21])([CH3:20])[CH3:19]. (2) Given the reactants [N+:1]([C:4]1[CH:9]=[CH:8][C:7]([NH:10][CH2:11][C:12]2[CH:17]=[CH:16][C:15]([F:18])=[CH:14][CH:13]=2)=[C:6]([N+:19]([O-:21])=[O:20])[C:5]=1[NH2:22])([O-])=O.[Cl-].[NH4+].CCN(C(C)C)C(C)C.Cl[C:35]([O:37][CH2:38][CH3:39])=[O:36], predict the reaction product. The product is: [CH2:38]([O:37][C:35](=[O:36])[NH:1][C:4]1[CH:9]=[CH:8][C:7]([NH:10][CH2:11][C:12]2[CH:17]=[CH:16][C:15]([F:18])=[CH:14][CH:13]=2)=[C:6]([N+:19]([O-:21])=[O:20])[C:5]=1[NH2:22])[CH3:39].